From a dataset of Retrosynthesis with 50K atom-mapped reactions and 10 reaction types from USPTO. Predict the reactants needed to synthesize the given product. (1) Given the product CNC(=O)Nc1ccc(Cc2cc(C)c(C(=O)c3ccc(Cl)cc3)n2C)nc1, predict the reactants needed to synthesize it. The reactants are: CN=C=O.Cc1cc(Cc2ccc(N)cn2)n(C)c1C(=O)c1ccc(Cl)cc1. (2) Given the product c1cnc2sc(CNC34CC5CC(CC(C5)C3)C4)cc2c1, predict the reactants needed to synthesize it. The reactants are: NC12CC3CC(CC(C3)C1)C2.O=Cc1cc2cccnc2s1. (3) Given the product CCCCCCCOc1ccc(-c2cnc(-c3ccc(C[C@H](NC(=O)c4ccc(C(C)(C)C)cc4)C(=O)N[C@@H](CC(=O)O)C(=O)OC(C)(C)C)cc3)nc2)cc1, predict the reactants needed to synthesize it. The reactants are: CCCCCCCOc1ccc(-c2cnc(-c3ccc(C[C@H](NC(=O)c4ccc(C(C)(C)C)cc4)C(=O)N[C@@H](CC(=O)OCc4ccccc4)C(=O)OC(C)(C)C)cc3)nc2)cc1. (4) Given the product Cc1ncc2n1C(=O)N(C1CCN(C(=O)CCS(=O)(=O)N3CCc4cc(Cl)ccc4C3)CC1)C2, predict the reactants needed to synthesize it. The reactants are: Cc1ncc2n1C(=O)N(C1CCNCC1)C2.O=C(O)CCS(=O)(=O)N1CCc2cc(Cl)ccc2C1. (5) Given the product CCCCC/C=C\CCCC(=O)CCCCCCCCCC, predict the reactants needed to synthesize it. The reactants are: CCCCC/C=C\CCCC(O)CCCCCCCCCC. (6) Given the product COc1ccc(-c2ccc3c(c2)/C(=C/c2[nH]c4c(c2C)C(=O)N(CCN2CCCCC2)CCC4)C(=O)N3)cc1, predict the reactants needed to synthesize it. The reactants are: COc1ccc(-c2ccc3c(c2)CC(=O)N3)cc1.Cc1c(C=O)[nH]c2c1C(=O)N(CCN1CCCCC1)CCC2. (7) Given the product CCCC(C(=O)OC)c1c(C)nc(-c2cccc3ncccc23)nc1-c1ccc(C)cc1, predict the reactants needed to synthesize it. The reactants are: CCCC(C(=O)OC)c1c(C)nc(Cl)nc1-c1ccc(C)cc1.OB(O)c1cccc2ncccc12.